This data is from Full USPTO retrosynthesis dataset with 1.9M reactions from patents (1976-2016). The task is: Predict the reactants needed to synthesize the given product. (1) Given the product [NH2:1][CH:4]1[CH2:9][O:8][CH2:7][CH:6]([NH:10][C:11](=[O:17])[O:12][C:13]([CH3:15])([CH3:14])[CH3:16])[CH2:5]1, predict the reactants needed to synthesize it. The reactants are: [N:1]([CH:4]1[CH2:9][O:8][CH2:7][CH:6]([NH:10][C:11](=[O:17])[O:12][C:13]([CH3:16])([CH3:15])[CH3:14])[CH2:5]1)=[N+]=[N-]. (2) Given the product [Cl:1][C:2]1[C:7]([C:27]([O:29][CH2:30][C:31]2[CH:36]=[CH:35][CH:34]=[CH:33][CH:32]=2)=[O:28])=[CH:6][N:5]=[C:4]2[NH:8][CH:9]=[CH:10][C:3]=12, predict the reactants needed to synthesize it. The reactants are: [Cl:1][C:2]1[CH:7]=[CH:6][N:5]=[C:4]2[N:8]([Si](C(C)C)(C(C)C)C(C)C)[CH:9]=[CH:10][C:3]=12.C([Li])(CC)C.Cl[C:27]([O:29][CH2:30][C:31]1[CH:36]=[CH:35][CH:34]=[CH:33][CH:32]=1)=[O:28].[Cl-].[NH4+]. (3) Given the product [Br:2][C:3]1[CH:4]=[CH:5][C:6]([O:7][CH2:8][CH:9]2[CH2:10][CH2:11][N:12]([C:22]([C:19]3([C:18]([F:26])([F:25])[F:17])[CH2:21][CH2:20]3)=[O:23])[CH2:13][CH2:14]2)=[CH:15][CH:16]=1, predict the reactants needed to synthesize it. The reactants are: Cl.[Br:2][C:3]1[CH:16]=[CH:15][C:6]([O:7][CH2:8][CH:9]2[CH2:14][CH2:13][NH:12][CH2:11][CH2:10]2)=[CH:5][CH:4]=1.[F:17][C:18]([F:26])([F:25])[C:19]1([C:22](O)=[O:23])[CH2:21][CH2:20]1.C(Cl)CCl.C1C=CC2N(O)N=NC=2C=1.CCN(C(C)C)C(C)C.